This data is from HIV replication inhibition screening data with 41,000+ compounds from the AIDS Antiviral Screen. The task is: Binary Classification. Given a drug SMILES string, predict its activity (active/inactive) in a high-throughput screening assay against a specified biological target. (1) The compound is O=C1CCCc2cc3c(cc21)CC1(C3)Cc2cc3c(cc2C1)C(=O)CCC3. The result is 0 (inactive). (2) The molecule is Cn1cnnc1Sc1c([N+](=O)[O-])ncn1C. The result is 0 (inactive). (3) The drug is Cc1ccc(C=CCO)cc1. The result is 0 (inactive). (4) The compound is N=C(N)NS(=O)(=O)c1ccc(N=c2c3ccccc3n(-c3ccccc3)c3ccccc23)cc1. The result is 0 (inactive). (5) The molecule is O=C(CC(O)(C(F)(F)F)C(F)(F)Cl)CC(O)(C(F)(F)F)C(F)(F)Cl. The result is 0 (inactive). (6) The drug is CN1CCC2(CC1)OC(c1ccccc1)C(c1ccccc1)O2. The result is 0 (inactive). (7) The compound is CC1=C(C(=O)Nc2ccc([N+](=O)[O-])cc2)C(c2ccccc2O)C(C(=O)Nc2ccc([N+](=O)[O-])cc2)=C(C)N1. The result is 0 (inactive). (8) The compound is O=S(=O)(C=CC=CS(=O)(=O)c1ccccc1)c1ccccc1. The result is 0 (inactive). (9) The drug is N#Cc1cc2c(cc1C#N)SCCSCCCSCCS2. The result is 0 (inactive). (10) The drug is N#CCc1nc(-c2ccccc2)n[nH]1. The result is 0 (inactive).